From a dataset of Forward reaction prediction with 1.9M reactions from USPTO patents (1976-2016). Predict the product of the given reaction. (1) Given the reactants [CH3:1][N:2]1[CH:8]2[CH2:9][CH2:10][CH:3]1[CH2:4][NH:5][CH2:6][CH2:7]2.[Cl:11][C:12]1[CH:17]=[CH:16][C:15](I)=[CH:14][N:13]=1, predict the reaction product. The product is: [CH3:1][N:2]1[CH:8]2[CH2:9][CH2:10][CH:3]1[CH2:4][N:5]([C:15]1[CH:14]=[N:13][C:12]([Cl:11])=[CH:17][CH:16]=1)[CH2:6][CH2:7]2. (2) Given the reactants O1CCOCC1.[ClH:7].[F:8][C:9]1([CH3:22])[CH2:13][CH2:12][CH2:11][CH:10]1[NH:14]C(=O)OC(C)(C)C, predict the reaction product. The product is: [ClH:7].[F:8][C:9]1([CH3:22])[CH2:13][CH2:12][CH2:11][CH:10]1[NH2:14]. (3) Given the reactants [CH3:1][C:2]([C:4]1[CH:5]=[CH:6][C:7]([OH:10])=[CH:8][CH:9]=1)=O.[C:11]1([OH:17])[CH:16]=[CH:15][CH:14]=[CH:13][CH:12]=1.[CH3:18]C(C)=O, predict the reaction product. The product is: [OH:17][C:11]1[CH:16]=[CH:15][C:14]([C:2]([C:4]2[CH:5]=[CH:6][C:7]([OH:10])=[CH:8][CH:9]=2)([CH3:18])[CH3:1])=[CH:13][CH:12]=1. (4) Given the reactants FC(F)(F)S(O[C:7]1[CH:12]=[CH:11][C:10]([C:13]2[C:18]([CH3:19])=[N:17][C:16]([CH3:20])=[C:15]([C:21](=[O:23])[NH2:22])[N:14]=2)=[CH:9][CH:8]=1)(=O)=O.[Cl:26][C:27]1[CH:28]=[C:29]([CH:42]([CH3:47])[C:43]([O:45][CH3:46])=[O:44])[CH:30]=[CH:31][C:32]=1B1OC(C)(C)C(C)(C)O1.P([O-])([O-])([O-])=O.[K+].[K+].[K+].CO, predict the reaction product. The product is: [C:21]([C:15]1[N:14]=[C:13]([C:10]2[CH:11]=[CH:12][C:7]([C:32]3[CH:31]=[CH:30][C:29]([CH:42]([CH3:47])[C:43]([O:45][CH3:46])=[O:44])=[CH:28][C:27]=3[Cl:26])=[CH:8][CH:9]=2)[C:18]([CH3:19])=[N:17][C:16]=1[CH3:20])(=[O:23])[NH2:22]. (5) The product is: [CH2:1]([N:3]([CH:27]1[CH2:32][CH2:31][N:30]([CH2:36][CH2:35][C:34]([F:39])([F:38])[F:33])[CH2:29][CH2:28]1)[C:4]1[C:19]2[CH2:18][CH:17]=[CH:16][CH2:15][CH2:14][C:13]3[CH:20]=[C:21]([CH3:25])[NH:22][C:23](=[O:24])[C:12]=3[CH2:11][NH:10][C:9](=[O:26])[C:8]=2[CH:7]=[CH:6][CH:5]=1)[CH3:2]. Given the reactants [CH2:1]([N:3]([CH:27]1[CH2:32][CH2:31][NH:30][CH2:29][CH2:28]1)[C:4]1[C:19]2[CH2:18][CH:17]=[CH:16][CH2:15][CH2:14][C:13]3[CH:20]=[C:21]([CH3:25])[NH:22][C:23](=[O:24])[C:12]=3[CH2:11][NH:10][C:9](=[O:26])[C:8]=2[CH:7]=[CH:6][CH:5]=1)[CH3:2].[F:33][C:34]([F:39])([F:38])[CH2:35][CH:36]=O.CC(O)=O.[BH3-]C#N.[Na+], predict the reaction product. (6) Given the reactants [NH2:1][CH2:2][CH2:3][CH2:4][CH2:5][N:6]1[CH2:11][CH2:10][N:9]([C:12]2[CH:13]=[C:14]([N:18]([CH3:20])[CH3:19])[CH:15]=[CH:16][CH:17]=2)[CH2:8][CH2:7]1.[CH:21]1([CH2:27][S:28](Cl)(=[O:30])=[O:29])[CH2:26][CH2:25][CH2:24][CH2:23][CH2:22]1, predict the reaction product. The product is: [CH:21]1([CH2:27][S:28]([NH:1][CH2:2][CH2:3][CH2:4][CH2:5][N:6]2[CH2:11][CH2:10][N:9]([C:12]3[CH:17]=[CH:16][CH:15]=[C:14]([N:18]([CH3:20])[CH3:19])[CH:13]=3)[CH2:8][CH2:7]2)(=[O:30])=[O:29])[CH2:26][CH2:25][CH2:24][CH2:23][CH2:22]1. (7) Given the reactants [NH2:1][C:2]1[CH:3]=[C:4]([N:9]([CH3:23])[C:10]2[N:11]=[CH:12][C:13]3[N:18]=[C:17]([NH:19][C:20](=[O:22])[CH3:21])[S:16][C:14]=3[N:15]=2)[CH:5]=[CH:6][C:7]=1[F:8].[CH3:24][C:25]([C:29]1[CH:30]=[C:31]([CH:35]=[CH:36][CH:37]=1)[C:32](O)=[O:33])([CH3:28])[C:26]#[CH:27].F[P-](F)(F)(F)(F)F.N1(OC(N(C)C)=[N+](C)C)C2N=CC=CC=2N=N1.C(=O)([O-])O.[Na+], predict the reaction product. The product is: [C:20]([NH:19][C:17]1[S:16][C:14]2[N:15]=[C:10]([N:9]([CH3:23])[C:4]3[CH:5]=[CH:6][C:7]([F:8])=[C:2]([NH:1][C:32](=[O:33])[C:31]4[CH:35]=[CH:36][CH:37]=[C:29]([C:25]([CH3:24])([CH3:28])[C:26]#[CH:27])[CH:30]=4)[CH:3]=3)[N:11]=[CH:12][C:13]=2[N:18]=1)(=[O:22])[CH3:21].